Dataset: Kir2.1 potassium channel HTS with 301,493 compounds. Task: Binary Classification. Given a drug SMILES string, predict its activity (active/inactive) in a high-throughput screening assay against a specified biological target. (1) The drug is S(=O)(=O)(N(CC(OCC)=O)c1ncccc1)c1ccc(OC)cc1. The result is 0 (inactive). (2) The compound is Clc1c(NC(=O)CN(C(=O)COC(=O)/C=C\c2ccc(OCC=C)cc2)C)cccc1. The result is 0 (inactive). (3) The compound is O=C(Nc1nn(c2ccccc2)c(n1)N)CCCC(O)=O. The result is 0 (inactive). (4) The drug is O1c2c(OC1)ccc(CNC(=O)c1cc(OC)ccc1)c2. The result is 0 (inactive). (5) The drug is s1c(C(=O)Nc2cc(OC)ccc2)ccc1. The result is 0 (inactive). (6) The molecule is S(c1nc2n(c3c(c2nn1)cccc3)CC=C)CC(=O)N. The result is 0 (inactive). (7) The molecule is s1c2C(NC(Cc2c(c1NC(=O)c1c([N+]([O-])=O)cccc1)C(OC)=O)(C)C)(C)C. The result is 0 (inactive). (8) The molecule is Clc1c(CNC(=O)CSC=2Nc3c(S(=O)(=O)N2)cc(F)cc3)cccc1. The result is 0 (inactive). (9) The molecule is OC1(c2c(N(C1=O)CC#C)cccc2)CC(=O)c1cc2OCCOc2cc1. The result is 0 (inactive).